Dataset: Full USPTO retrosynthesis dataset with 1.9M reactions from patents (1976-2016). Task: Predict the reactants needed to synthesize the given product. (1) Given the product [CH2:28]([O:19][CH2:16][CH:25]1[CH2:26][CH2:27][CH:22]([C@H:28]2[CH2:10][CH2:11][CH2:2][N:3]2[C:2]2[C:11]([CH:12]=[O:13])=[CH:10][C:9]3[C:4](=[CH:5][C:6]([F:15])=[C:7]([F:14])[CH:8]=3)[N:3]=2)[CH2:23][CH2:24]1)[C:22]1[CH:27]=[CH:26][CH:25]=[CH:24][CH:23]=1, predict the reactants needed to synthesize it. The reactants are: Cl[C:2]1[C:11]([CH:12]=[O:13])=[CH:10][C:9]2[C:4](=[CH:5][C:6]([F:15])=[C:7]([F:14])[CH:8]=2)[N:3]=1.[C:16](=[O:19])([O-])[O-].[K+].[K+].[C:22]1([CH3:28])[CH:27]=[CH:26][CH:25]=[CH:24][CH:23]=1. (2) Given the product [CH3:15][C:14]1[O:16][CH:2]=[C:3]([C:5]2[CH:6]=[C:7]([CH:11]=[CH:12][CH:13]=2)[C:8]([OH:10])=[O:9])[N:17]=1, predict the reactants needed to synthesize it. The reactants are: Br[CH2:2][C:3]([C:5]1[CH:6]=[C:7]([CH:11]=[CH:12][CH:13]=1)[C:8]([OH:10])=[O:9])=O.[C:14]([NH2:17])(=[O:16])[CH3:15]. (3) Given the product [C:2]([O:3][C@@H:2]1[C@H:4]([O:5][C:4](=[O:5])[CH3:6])[C@@H:6]([CH2:8][O:9][C:18](=[O:19])[CH3:13])[O:7][C@H:1]1[N:10]1[C:14]2[N:15]=[N:16][NH:17][C:18](=[O:19])[C:13]=2[N:12]=[CH:11]1)(=[O:3])[CH3:1], predict the reactants needed to synthesize it. The reactants are: [C@@H:1]1([N:10]2[C:14]3[N:15]=[N:16][NH:17][C:18](=[O:19])[C:13]=3[N:12]=[CH:11]2)[O:7][C@H:6]([CH2:8][OH:9])[C@@H:4]([OH:5])[C@H:2]1[OH:3]. (4) Given the product [S:8](=[O:10])(=[O:9])([O:4][CH2:3][C:2]([CH3:6])([CH3:5])[CH3:1])[NH2:11], predict the reactants needed to synthesize it. The reactants are: [CH3:1][C:2]([CH3:6])([CH3:5])[CH2:3][OH:4].Cl[S:8]([N:11]=C=O)(=[O:10])=[O:9].C(O)=O.CCN(CC)CC.